From a dataset of CYP2C9 inhibition data for predicting drug metabolism from PubChem BioAssay. Regression/Classification. Given a drug SMILES string, predict its absorption, distribution, metabolism, or excretion properties. Task type varies by dataset: regression for continuous measurements (e.g., permeability, clearance, half-life) or binary classification for categorical outcomes (e.g., BBB penetration, CYP inhibition). Dataset: cyp2c9_veith. (1) The molecule is c1cc(NNc2cccc(-c3nn[nH]n3)c2)cc(-c2nn[nH]n2)c1. The result is 0 (non-inhibitor). (2) The drug is CCOc1cc(/C=C2/C(=O)N(c3ccccc3)N=C2C)ccc1OC(=O)c1ccco1. The result is 1 (inhibitor). (3) The drug is O=C(NC1CCCCC1)C(c1ccccc1)N1CCOCC1. The result is 0 (non-inhibitor).